This data is from Forward reaction prediction with 1.9M reactions from USPTO patents (1976-2016). The task is: Predict the product of the given reaction. (1) Given the reactants C[O:2][C:3](=O)[CH2:4][CH2:5][CH:6]([C:9]1[CH:14]=[CH:13][C:12]([Cl:15])=[CH:11][CH:10]=1)[O:7][CH3:8].CO.[NH2:19][OH:20].[C-]#N.[K+], predict the reaction product. The product is: [Cl:15][C:12]1[CH:13]=[CH:14][C:9]([CH:6]([O:7][CH3:8])[CH2:5][CH2:4][C:3]([NH:19][OH:20])=[O:2])=[CH:10][CH:11]=1. (2) The product is: [CH3:30][CH:29]([CH3:31])[C@H:28]([NH:27][C:26]([C:25]1[C:24]2[C:19](=[CH:20][CH:21]=[CH:22][CH:23]=2)[N:18]=[C:17]([C:39]2[CH:44]=[CH:43][CH:42]=[CH:41][CH:40]=2)[C:16]=1[CH2:15][N:12]1[CH2:13][CH2:14][N:9]([S:6]([CH2:5][CH2:4][C:3]([OH:45])=[O:2])(=[O:8])=[O:7])[CH2:10][CH2:11]1)=[O:38])[C:32]1[CH:33]=[CH:34][CH:35]=[CH:36][CH:37]=1. Given the reactants C[O:2][C:3](=[O:45])[CH2:4][CH2:5][S:6]([N:9]1[CH2:14][CH2:13][N:12]([CH2:15][C:16]2[C:17]([C:39]3[CH:44]=[CH:43][CH:42]=[CH:41][CH:40]=3)=[N:18][C:19]3[C:24]([C:25]=2[C:26](=[O:38])[NH:27][C@H:28]([C:32]2[CH:37]=[CH:36][CH:35]=[CH:34][CH:33]=2)[CH:29]([CH3:31])[CH3:30])=[CH:23][CH:22]=[CH:21][CH:20]=3)[CH2:11][CH2:10]1)(=[O:8])=[O:7].[OH-].[Na+], predict the reaction product. (3) Given the reactants [CH:1]1([S:6][CH:7]([C:11]2[CH:16]=[CH:15][C:14]([Cl:17])=[C:13]([Cl:18])[CH:12]=2)[C:8]([OH:10])=O)[CH2:5][CH2:4][CH2:3][CH2:2]1.[NH2:19][C:20]1[N:25]=[CH:24][CH:23]=[CH:22][N:21]=1, predict the reaction product. The product is: [CH:1]1([S:6][CH:7]([C:11]2[CH:16]=[CH:15][C:14]([Cl:17])=[C:13]([Cl:18])[CH:12]=2)[C:8]([NH:19][C:20]2[N:25]=[CH:24][CH:23]=[CH:22][N:21]=2)=[O:10])[CH2:2][CH2:3][CH2:4][CH2:5]1.